Dataset: Full USPTO retrosynthesis dataset with 1.9M reactions from patents (1976-2016). Task: Predict the reactants needed to synthesize the given product. (1) Given the product [C:9]([C:10]1[CH:11]=[C:12]2[C:16](=[CH:17][CH:18]=1)[NH:15][CH:14]=[CH:13]2)#[CH:8], predict the reactants needed to synthesize it. The reactants are: C([Si]([C:8]#[C:9][C:10]1[CH:11]=[C:12]2[C:16](=[CH:17][CH:18]=1)[NH:15][CH:14]=[CH:13]2)(CC)CC)C.[F-].C([N+](CCCC)(CCCC)CCCC)CCC. (2) The reactants are: [CH:1]([N:4]1[C:8]([C:9]2[C:14]([CH2:15][O:16][C:17]3[C:22]([CH:23]=[O:24])=[CH:21][C:20]([O:25][CH3:26])=[N:19][CH:18]=3)=[CH:13][CH:12]=[CH:11][N:10]=2)=[CH:7][CH:6]=[N:5]1)([CH3:3])[CH3:2].[ClH:27]. Given the product [ClH:27].[ClH:27].[CH:1]([N:4]1[C:8]([C:9]2[C:14]([CH2:15][O:16][C:17]3[C:22]([CH:23]=[O:24])=[CH:21][C:20]([O:25][CH3:26])=[N:19][CH:18]=3)=[CH:13][CH:12]=[CH:11][N:10]=2)=[CH:7][CH:6]=[N:5]1)([CH3:3])[CH3:2], predict the reactants needed to synthesize it. (3) The reactants are: [Br:1][C:2]1[CH:3]=[CH:4][C:5]([OH:11])=[C:6]([C:8](=[O:10])[CH3:9])[CH:7]=1.C[Si]([N-][Si](C)(C)C)(C)C.[Li+].[C:22](=O)([O:25]C)[O:23][CH3:24].Cl. Given the product [OH:11][C:5]1[CH:4]=[CH:3][C:2]([Br:1])=[CH:7][C:6]=1[C:8]([CH2:9][C:22]([O:23][CH3:24])=[O:25])=[O:10], predict the reactants needed to synthesize it. (4) Given the product [C:25]([N:17]1[C:18]2[C:23](=[CH:22][CH:21]=[CH:20][CH:19]=2)[N:14]([C:12](=[O:13])[CH2:11][S:10][C:2]2[S:1][C:5]3[CH:6]=[CH:7][CH:8]=[CH:9][C:4]=3[N:3]=2)[CH2:15][CH2:16]1)(=[O:26])[CH3:24], predict the reactants needed to synthesize it. The reactants are: [S:1]1[C:5]2[CH:6]=[CH:7][CH:8]=[CH:9][C:4]=2[N:3]=[C:2]1[S:10][CH2:11][C:12]([N:14]1[C:23]2[C:18](=[CH:19][CH:20]=[CH:21][CH:22]=2)[NH:17][CH2:16][CH2:15]1)=[O:13].[CH3:24][C:25](OC(C)=O)=[O:26].CCN(CC)CC. (5) Given the product [Cl:23][C:1]1[CH2:2][CH2:3][N:9]([C:11]2[CH:12]=[N:13][CH:14]=[CH:15][CH:16]=2)[N:10]=1, predict the reactants needed to synthesize it. The reactants are: [C:1](OC)(=O)[CH:2]=[CH2:3].Cl.Cl.[NH:9]([C:11]1[CH:12]=[N:13][CH:14]=[CH:15][CH:16]=1)[NH2:10].[O-]CC.[Na+].P(Cl)(Cl)([Cl:23])=O.[OH-].[Na+]. (6) Given the product [Br:1][C:2]1[CH:3]=[C:4]([CH:7]=[CH:8][CH:9]=1)[CH2:5][NH:6][C:10](=[O:17])[C:11]1[CH:16]=[CH:15][CH:14]=[CH:13][CH:12]=1, predict the reactants needed to synthesize it. The reactants are: [Br:1][C:2]1[CH:3]=[C:4]([CH:7]=[CH:8][CH:9]=1)[CH2:5][NH2:6].[C:10](Cl)(=[O:17])[C:11]1[CH:16]=[CH:15][CH:14]=[CH:13][CH:12]=1. (7) The reactants are: [C:1]([OH:14])(=[O:13])/[CH:2]=[CH:3]/[C:4]1[CH:12]=[CH:11][C:9]([OH:10])=[C:6]([O:7][CH3:8])[CH:5]=1.[N+:15]([O:18][CH2:19][CH2:20][CH2:21][CH2:22]Br)([O-:17])=[O:16].C(N(CC)CC)C. Given the product [N+:15]([O:18][CH2:19][CH2:20][CH2:21][CH2:22][O:13][C:1](=[O:14])/[CH:2]=[CH:3]/[C:4]1[CH:12]=[CH:11][C:9]([OH:10])=[C:6]([O:7][CH3:8])[CH:5]=1)([O-:17])=[O:16], predict the reactants needed to synthesize it. (8) The reactants are: [NH:1]1[CH2:6][CH2:5][CH:4]([CH2:7][O:8][C:9]2[C:13]3[C:14]([O:18][C@@H:19]4[CH2:24][CH2:23][C@H:22]([OH:25])[CH2:21][CH2:20]4)=[CH:15][CH:16]=[CH:17][C:12]=3[O:11][N:10]=2)[CH2:3][CH2:2]1.[CH:26]([C@H:28]1[CH2:33][CH2:32][C@H:31]([C:34]([O:36][CH3:37])=[O:35])[CH2:30][CH2:29]1)=O.C(C1(C(OC)=O)CCC1)=O. Given the product [OH:25][C@@H:22]1[CH2:23][CH2:24][C@H:19]([O:18][C:14]2[C:13]3[C:9]([O:8][CH2:7][CH:4]4[CH2:5][CH2:6][N:1]([CH2:26][C@H:28]5[CH2:29][CH2:30][C@H:31]([C:34]([O:36][CH3:37])=[O:35])[CH2:32][CH2:33]5)[CH2:2][CH2:3]4)=[N:10][O:11][C:12]=3[CH:17]=[CH:16][CH:15]=2)[CH2:20][CH2:21]1, predict the reactants needed to synthesize it. (9) Given the product [C:30]([C:28]1[NH:27][N:26]=[C:25]([C:23]([NH:22][C@H:7]([CH2:8][C:9]2[CH:10]=[CH:11][C:12]([C:15]3[CH:20]=[CH:19][CH:18]=[C:17]([Cl:21])[CH:16]=3)=[CH:13][CH:14]=2)[CH2:6][C@@H:5]([OH:33])[C:4]([OH:34])=[O:3])=[O:24])[CH:29]=1)(=[O:32])[CH3:31], predict the reactants needed to synthesize it. The reactants are: C([O:3][C:4](=[O:34])[C@H:5]([OH:33])[CH2:6][C@H:7]([NH:22][C:23]([C:25]1[CH:29]=[C:28]([C:30](=[O:32])[CH3:31])[NH:27][N:26]=1)=[O:24])[CH2:8][C:9]1[CH:14]=[CH:13][C:12]([C:15]2[CH:20]=[CH:19][CH:18]=[C:17]([Cl:21])[CH:16]=2)=[CH:11][CH:10]=1)C.[Li+].[OH-].O.CCO.